This data is from Full USPTO retrosynthesis dataset with 1.9M reactions from patents (1976-2016). The task is: Predict the reactants needed to synthesize the given product. (1) Given the product [CH3:1][O:2][C:3](=[O:19])[CH:4]([NH:8][C:9](=[O:18])[C:10]1[C:11]([Cl:17])=[CH:12][CH:13]=[CH:14][C:15]=1[Cl:16])[CH2:5][C:6]#[C:7][C:21]1[CH:33]=[CH:32][C:24]([O:25][C:26]2[N:27]=[CH:28][CH:29]=[CH:30][N:31]=2)=[CH:23][CH:22]=1, predict the reactants needed to synthesize it. The reactants are: [CH3:1][O:2][C:3](=[O:19])[CH:4]([NH:8][C:9](=[O:18])[C:10]1[C:15]([Cl:16])=[CH:14][CH:13]=[CH:12][C:11]=1[Cl:17])[CH2:5][C:6]#[CH:7].I[C:21]1[CH:33]=[CH:32][C:24]([O:25][C:26]2[N:31]=[CH:30][CH:29]=[CH:28][N:27]=2)=[CH:23][CH:22]=1. (2) The reactants are: [F:1][C:2]1[CH:7]=[C:6]([F:8])[C:5]([F:9])=[CH:4][C:3]=1[NH:10][C:11]1[O:15][C:14]([C:16]([NH:18][C:19]2[CH:20]=[CH:21][C:22]([N:25]3[CH2:30][CH2:29][CH:28]([CH2:31][C:32]([O:34]C)=[O:33])[CH2:27][CH2:26]3)=[N:23][CH:24]=2)=[O:17])=[N:13][N:12]=1.[OH-].[Li+].[ClH:38]. Given the product [ClH:38].[F:1][C:2]1[CH:7]=[C:6]([F:8])[C:5]([F:9])=[CH:4][C:3]=1[NH:10][C:11]1[O:15][C:14]([C:16]([NH:18][C:19]2[CH:20]=[CH:21][C:22]([N:25]3[CH2:26][CH2:27][CH:28]([CH2:31][C:32]([OH:34])=[O:33])[CH2:29][CH2:30]3)=[N:23][CH:24]=2)=[O:17])=[N:13][N:12]=1, predict the reactants needed to synthesize it. (3) The reactants are: [CH3:1][C:2]1([CH3:20])[C:6]([CH3:8])([CH3:7])[O:5][B:4]([C:9]2[CH:14]=[CH:13][C:12]([C:15]3([CH2:18][OH:19])[CH2:17][CH2:16]3)=[CH:11][CH:10]=2)[O:3]1.[CH3:21][C:22](OC(C)=O)=[O:23]. Given the product [C:22]([O:19][CH2:18][C:15]1([C:12]2[CH:11]=[CH:10][C:9]([B:4]3[O:3][C:2]([CH3:20])([CH3:1])[C:6]([CH3:7])([CH3:8])[O:5]3)=[CH:14][CH:13]=2)[CH2:16][CH2:17]1)(=[O:23])[CH3:21], predict the reactants needed to synthesize it. (4) Given the product [O-:19][S:17]([C:20]([F:23])([F:22])[F:21])(=[O:18])=[O:16].[CH3:20][N+:3]1[CH:4]=[CH:5][N:1]([S:6]([O:9][C:10]2[CH:15]=[CH:14][CH:13]=[CH:12][CH:11]=2)(=[O:8])=[O:7])[CH:2]=1, predict the reactants needed to synthesize it. The reactants are: [N:1]1([S:6]([O:9][C:10]2[CH:15]=[CH:14][CH:13]=[CH:12][CH:11]=2)(=[O:8])=[O:7])[CH:5]=[CH:4][N:3]=[CH:2]1.[O:16](C)[S:17]([C:20]([F:23])([F:22])[F:21])(=[O:19])=[O:18]. (5) The reactants are: C([O:8][CH2:9][C:10]1([C:34]([OH:36])=[O:35])[CH:15]2[CH2:16][CH:12]3[CH:13]([CH:14]2[C:17]2[NH:25][C:24]4[C:23](=[O:26])[N:22]([CH2:27][CH2:28][CH3:29])[C:21](=[O:30])[N:20]([CH2:31][CH2:32][CH3:33])[C:19]=4[N:18]=2)[CH:11]13)C1C=CC=CC=1. Given the product [O:30]=[C:21]1[N:20]([CH2:31][CH2:32][CH3:33])[C:19]2[N:18]=[C:17]([CH:14]3[CH:13]4[CH:11]5[CH:12]4[CH2:16][CH:15]3[C:10]5([CH2:9][OH:8])[C:34]([OH:36])=[O:35])[NH:25][C:24]=2[C:23](=[O:26])[N:22]1[CH2:27][CH2:28][CH3:29], predict the reactants needed to synthesize it. (6) Given the product [Cl:32][C:28]1[CH:27]=[C:26]([CH:31]=[CH:30][CH:29]=1)[CH2:25][N:8]([CH2:7][C:6]1[CH:5]=[CH:4][C:3]([O:2][CH3:1])=[CH:23][CH:22]=1)[S:9]([C:12]1[CH:13]=[CH:14][C:15]([C:16]([OH:18])=[O:17])=[CH:20][CH:21]=1)(=[O:11])=[O:10], predict the reactants needed to synthesize it. The reactants are: [CH3:1][O:2][C:3]1[CH:23]=[CH:22][C:6]([CH2:7][NH:8][S:9]([C:12]2[CH:21]=[CH:20][C:15]([C:16]([O:18]C)=[O:17])=[CH:14][CH:13]=2)(=[O:11])=[O:10])=[CH:5][CH:4]=1.Br[CH2:25][C:26]1[CH:31]=[CH:30][CH:29]=[C:28]([Cl:32])[CH:27]=1.